Task: Predict the product of the given reaction.. Dataset: Forward reaction prediction with 1.9M reactions from USPTO patents (1976-2016) (1) Given the reactants BrC1C=[CH:24][C:5]([O:6][C:7]2[CH:12]=[CH:11][C:10]([S:13]([NH:16][C:17]3[S:18][CH:19]=[CH:20][N:21]=3)(=[O:15])=[O:14])=[CH:9][C:8]=2[C:22]#[N:23])=[C:4]([C:26]2[N:30]([CH3:31])[N:29]=[CH:28][CH:27]=2)[CH:3]=1.B1(B2O[C:44]([CH3:47])([CH3:46])[C:43]([CH3:49])([CH3:48])O2)O[C:44]([CH3:47])([CH3:46])[C:43]([CH3:49])([CH3:48])O1.[C:50]([O-])(=O)[CH3:51].[K+].IC1C=CC=CC=1C[CH2:59][NH:60][C:61](=[O:67])[O:62][C:63]([CH3:66])([CH3:65])[CH3:64].[C:72](=O)([O-])[O-].[K+].[K+], predict the reaction product. The product is: [C:22]([C:8]1[CH:9]=[C:10]([S:13]([NH:16][C:17]2[S:18][CH:19]=[CH:20][N:21]=2)(=[O:15])=[O:14])[CH:11]=[CH:12][C:7]=1[O:6][C:5]1[CH:24]=[CH:72][C:49]([C:43]2[CH:48]=[CH:51][CH:50]=[CH:47][C:44]=2[CH2:46][N:60]([CH3:59])[C:61](=[O:67])[O:62][C:63]([CH3:65])([CH3:64])[CH3:66])=[CH:3][C:4]=1[C:26]1[N:30]([CH3:31])[N:29]=[CH:28][CH:27]=1)#[N:23]. (2) Given the reactants C(OC([N:8]1[CH2:12][CH2:11][S:10][C@H:9]1[C:13]([O:15][C@H:16]([C:27]1[CH:32]=[CH:31][C:30]([O:33][CH:34]([F:36])[F:35])=[C:29]([O:37][CH2:38][CH:39]2[CH2:41][CH2:40]2)[CH:28]=1)[CH2:17][C:18]1[C:23]([Cl:24])=[CH:22][N+:21]([O-:25])=[CH:20][C:19]=1[Cl:26])=[O:14])=O)(C)(C)C.Cl, predict the reaction product. The product is: [ClH:24].[Cl:26][C:19]1[CH:20]=[N+:21]([O-:25])[CH:22]=[C:23]([Cl:24])[C:18]=1[CH2:17][C@@H:16]([C:27]1[CH:32]=[CH:31][C:30]([O:33][CH:34]([F:36])[F:35])=[C:29]([O:37][CH2:38][CH:39]2[CH2:41][CH2:40]2)[CH:28]=1)[O:15][C:13]([C@H:9]1[NH:8][CH2:12][CH2:11][S:10]1)=[O:14]. (3) Given the reactants [CH3:1][O:2][C:3]1[CH:8]=[C:7]([N:9]2[CH2:14][CH2:13][N:12]([CH3:15])[CH2:11][CH2:10]2)[C:6]([N+:16]([O-])=O)=[CH:5][C:4]=1[NH:19][C:20]([NH2:22])=[NH:21], predict the reaction product. The product is: [NH2:16][C:6]1[C:7]([N:9]2[CH2:10][CH2:11][N:12]([CH3:15])[CH2:13][CH2:14]2)=[CH:8][C:3]([O:2][CH3:1])=[C:4]([NH:19][C:20]([NH2:22])=[NH:21])[CH:5]=1. (4) The product is: [C:1]1([C:21]2[CH:22]=[CH:23][CH:24]=[CH:25][CH:26]=2)[CH:2]=[CH:3][C:4]([CH2:7][CH:8]([NH:13][C:14]([O:16][C:17]([CH3:20])([CH3:18])[CH3:19])=[O:15])[CH2:9][C:10]([O:12][C:28]([CH3:30])([CH3:29])[CH3:27])=[O:11])=[CH:5][CH:6]=1. Given the reactants [C:1]1([C:21]2[CH:26]=[CH:25][CH:24]=[CH:23][CH:22]=2)[CH:6]=[CH:5][C:4]([CH2:7][CH:8]([NH:13][C:14]([O:16][C:17]([CH3:20])([CH3:19])[CH3:18])=[O:15])[CH2:9][C:10]([OH:12])=[O:11])=[CH:3][CH:2]=1.[CH3:27][C:28](O)([CH3:30])[CH3:29].CCN=C=NCCCN(C)C, predict the reaction product.